From a dataset of Reaction yield outcomes from USPTO patents with 853,638 reactions. Predict the reaction yield, written as a fraction of the theoretical maximum amount of product (1.0 means a 100% yield; for example, 0.34 means a 34% yield). (1) The reactants are Br[C:2]1[CH:3]=[C:4]([N:8]([C:13]2[C:32]([CH:33]3[CH2:35][CH2:34]3)=[CH:31][C:16]3[C:17]([C:27]([NH:29][CH3:30])=[O:28])=[C:18]([C:20]4[CH:25]=[CH:24][C:23]([F:26])=[CH:22][CH:21]=4)[O:19][C:15]=3[CH:14]=2)[S:9]([CH3:12])(=[O:11])=[O:10])[CH:5]=[CH:6][CH:7]=1.C([O-])(=O)C.[K+].[B:41]1([B:41]2[O:45][C:44]([CH3:47])([CH3:46])[C:43]([CH3:49])([CH3:48])[O:42]2)[O:45][C:44]([CH3:47])([CH3:46])[C:43]([CH3:49])([CH3:48])[O:42]1. The catalyst is O1CCOCC1. The product is [CH:33]1([C:32]2[C:13]([N:8]([C:4]3[CH:5]=[CH:6][CH:7]=[C:2]([B:41]4[O:45][C:44]([CH3:47])([CH3:46])[C:43]([CH3:49])([CH3:48])[O:42]4)[CH:3]=3)[S:9]([CH3:12])(=[O:11])=[O:10])=[CH:14][C:15]3[O:19][C:18]([C:20]4[CH:25]=[CH:24][C:23]([F:26])=[CH:22][CH:21]=4)=[C:17]([C:27]([NH:29][CH3:30])=[O:28])[C:16]=3[CH:31]=2)[CH2:35][CH2:34]1. The yield is 0.920. (2) The reactants are [OH:1][CH2:2][C:3]1[CH:4]=[C:5]([NH:9][C:10](=[O:12])[CH3:11])[CH:6]=[CH:7][CH:8]=1. The catalyst is C1(C)C=CC=CC=1.O=[Mn]=O. The product is [CH:2]([C:3]1[CH:4]=[C:5]([NH:9][C:10](=[O:12])[CH3:11])[CH:6]=[CH:7][CH:8]=1)=[O:1]. The yield is 0.750. (3) The reactants are [CH2:1]([C:3]([C:23]1[CH:28]=[CH:27][C:26]([OH:29])=[C:25]([CH3:30])[CH:24]=1)([C:6]1[CH:11]=[CH:10][C:9](/[CH:12]=[CH:13]/[C:14]([CH2:20][CH3:21])([OH:19])[CH2:15][CH2:16][CH2:17][CH3:18])=[C:8]([CH3:22])[CH:7]=1)[CH2:4][CH3:5])[CH3:2].C([O-])([O-])=O.[K+].[K+].C1(C)C=CC(S([CH2:46][C@H:47]2[O:51][C:50](=[O:52])[CH2:49][CH2:48]2)(=O)=O)=CC=1.C(OCC)(=O)C. The product is [CH2:1]([C:3]([C:23]1[CH:28]=[CH:27][C:26]([O:29][CH2:46][C@H:47]2[O:51][C:50](=[O:52])[CH2:49][CH2:48]2)=[C:25]([CH3:30])[CH:24]=1)([C:6]1[CH:11]=[CH:10][C:9](/[CH:12]=[CH:13]/[C:14]([CH2:20][CH3:21])([OH:19])[CH2:15][CH2:16][CH2:17][CH3:18])=[C:8]([CH3:22])[CH:7]=1)[CH2:4][CH3:5])[CH3:2]. The yield is 0.900. The catalyst is CN(C=O)C. (4) The reactants are C([O:3][C:4]([CH:6]1[CH2:11][CH2:10][CH:9]([N:12]2[CH2:17][CH2:16][N:15]([C:18]([O:20][C:21]([CH3:24])([CH3:23])[CH3:22])=[O:19])[CH2:14][CH2:13]2)[CH:8]([F:25])[CH2:7]1)=O)C.[BH4-].[Li+]. The catalyst is C1COCC1. The product is [F:25][CH:8]1[CH2:7][CH:6]([CH2:4][OH:3])[CH2:11][CH2:10][CH:9]1[N:12]1[CH2:13][CH2:14][N:15]([C:18]([O:20][C:21]([CH3:24])([CH3:23])[CH3:22])=[O:19])[CH2:16][CH2:17]1. The yield is 0.999. (5) The reactants are O.[SH-:2].[Na+].C([O-])([O-])=O.[K+].[K+].Br[CH2:11][C:12](=[O:15])[CH2:13][CH3:14].Br[C:17]1[CH:22]=[CH:21][N:20]=[CH:19][C:18]=1[CH:23]=O. The yield is 0.800. The product is [S:2]1[C:17]2[CH:22]=[CH:21][N:20]=[CH:19][C:18]=2[CH:23]=[C:11]1[C:12](=[O:15])[CH2:13][CH3:14]. The catalyst is O.CN(C=O)C.